This data is from Reaction yield outcomes from USPTO patents with 853,638 reactions. The task is: Predict the reaction yield, written as a fraction of the theoretical maximum amount of product (1.0 means a 100% yield; for example, 0.34 means a 34% yield). (1) The reactants are C[O:2][C:3]1[CH:4]=[C:5]2[C:9](=[C:10]([CH3:12])[CH:11]=1)[N:8]([CH3:13])[CH:7]=[C:6]2[CH:14]1[CH2:19][CH2:18][N:17]([CH3:20])[CH2:16][CH2:15]1.Cl.N1C=CC=CC=1. No catalyst specified. The product is [CH3:13][N:8]1[C:9]2[C:5](=[CH:4][C:3]([OH:2])=[CH:11][C:10]=2[CH3:12])[C:6]([CH:14]2[CH2:19][CH2:18][N:17]([CH3:20])[CH2:16][CH2:15]2)=[CH:7]1. The yield is 0.920. (2) The reactants are Cl[CH2:2][C:3]1[CH:4]=[C:5]([C:10]([O:12][CH3:13])=[O:11])[S:6][C:7]=1[CH2:8]Cl.[N+:14]([C:17]1[CH:22]=[CH:21][CH:20]=[CH:19][C:18]=1[S:23]([NH2:26])(=[O:25])=[O:24])([O-:16])=[O:15].C(=O)([O-])[O-].[K+].[K+].O. The catalyst is CC(C)=O. The product is [N+:14]([C:17]1[CH:22]=[CH:21][CH:20]=[CH:19][C:18]=1[S:23]([N:26]1[CH2:2][C:3]2[CH:4]=[C:5]([C:10]([O:12][CH3:13])=[O:11])[S:6][C:7]=2[CH2:8]1)(=[O:24])=[O:25])([O-:16])=[O:15]. The yield is 0.530. (3) The reactants are [NH2:1][C:2]1[C:7]([N+:8]([O-:10])=[O:9])=[CH:6][CH:5]=[CH:4][C:3]=1[OH:11].[CH2:12](C(CC)(CC)C([O-])([O-])[O-])[CH3:13]. No catalyst specified. The product is [CH3:12][C:13]1[O:11][C:3]2[CH:4]=[CH:5][CH:6]=[C:7]([N+:8]([O-:10])=[O:9])[C:2]=2[N:1]=1. The yield is 0.950. (4) The reactants are [I:1][C:2]1[C:3]([O:13][CH3:14])=[CH:4][CH:5]=[C:6]2[C:11]=1[C:10](=[O:12])[NH:9][CH2:8][CH2:7]2.[H-].[Na+].[CH2:17]([O:24][C:25]1[C:30]([CH2:31]Cl)=[C:29]([CH3:33])[CH:28]=[C:27]([CH3:34])[N:26]=1)[C:18]1[CH:23]=[CH:22][CH:21]=[CH:20][CH:19]=1. The catalyst is CN(C=O)C. The product is [CH2:17]([O:24][C:25]1[C:30]([CH2:31][N:9]2[CH2:8][CH2:7][C:6]3[C:11](=[C:2]([I:1])[C:3]([O:13][CH3:14])=[CH:4][CH:5]=3)[C:10]2=[O:12])=[C:29]([CH3:33])[CH:28]=[C:27]([CH3:34])[N:26]=1)[C:18]1[CH:23]=[CH:22][CH:21]=[CH:20][CH:19]=1. The yield is 0.910.